From a dataset of Forward reaction prediction with 1.9M reactions from USPTO patents (1976-2016). Predict the product of the given reaction. Given the reactants [Br:1][C:2]1[CH:3]=[N:4][CH:5]=[C:6]([CH:9]=1)[CH:7]=O.[CH2:10]([S:12]([NH2:15])(=[O:14])=[O:13])[CH3:11].[CH:16]1([Mg]Br)[CH2:18][CH2:17]1, predict the reaction product. The product is: [Br:1][C:2]1[CH:9]=[C:6]([CH:7]([NH:15][S:12]([CH2:10][CH3:11])(=[O:14])=[O:13])[CH:16]2[CH2:18][CH2:17]2)[CH:5]=[N:4][CH:3]=1.